From a dataset of TCR-epitope binding with 47,182 pairs between 192 epitopes and 23,139 TCRs. Binary Classification. Given a T-cell receptor sequence (or CDR3 region) and an epitope sequence, predict whether binding occurs between them. (1) The epitope is YVLDHLIVV. The TCR CDR3 sequence is CASSRTSITNEQFF. Result: 0 (the TCR does not bind to the epitope). (2) The epitope is PKYVKQNTLKLAT. The TCR CDR3 sequence is CASSLNPELNYGYTF. Result: 1 (the TCR binds to the epitope). (3) The epitope is SGPLKAEIAQRLED. The TCR CDR3 sequence is CASSRAGAGSTEAFF. Result: 1 (the TCR binds to the epitope). (4) The epitope is VVYRGTTTY. The TCR CDR3 sequence is CASSQDNGGANVLTF. Result: 1 (the TCR binds to the epitope). (5) The epitope is KRWIILGLNK. Result: 1 (the TCR binds to the epitope). The TCR CDR3 sequence is CASSQGTSDYEQYF.